Dataset: Forward reaction prediction with 1.9M reactions from USPTO patents (1976-2016). Task: Predict the product of the given reaction. (1) Given the reactants [Si:1]([O:18][CH2:19][C:20]1[C:21](=[O:36])[N:22]([C:26]2[CH:31]=[CH:30][C:29]([N+:32]([O-])=O)=[CH:28][C:27]=2[CH3:35])[CH:23]=[CH:24][CH:25]=1)([C:14]([CH3:17])([CH3:16])[CH3:15])([C:8]1[CH:13]=[CH:12][CH:11]=[CH:10][CH:9]=1)[C:2]1[CH:7]=[CH:6][CH:5]=[CH:4][CH:3]=1.[H][H], predict the reaction product. The product is: [NH2:32][C:29]1[CH:30]=[CH:31][C:26]([N:22]2[CH:23]=[CH:24][CH:25]=[C:20]([CH2:19][O:18][Si:1]([C:14]([CH3:15])([CH3:16])[CH3:17])([C:8]3[CH:9]=[CH:10][CH:11]=[CH:12][CH:13]=3)[C:2]3[CH:7]=[CH:6][CH:5]=[CH:4][CH:3]=3)[C:21]2=[O:36])=[C:27]([CH3:35])[CH:28]=1. (2) Given the reactants [CH3:1][N:2]1[C:10]2[C:5](=[CH:6][CH:7]=[C:8]([NH2:11])[CH:9]=2)[CH:4]=[CH:3]1.C(N(CC)C(C)C)(C)C.Br[CH2:22][C:23]1[C:33]([N+:34]([O-:36])=[O:35])=[CH:32][CH:31]=[CH:30][C:24]=1[C:25](OCC)=[O:26].O[Li].O, predict the reaction product. The product is: [CH3:1][N:2]1[C:10]2[C:5](=[CH:6][CH:7]=[C:8]([N:11]3[CH2:22][C:23]4[C:24](=[CH:30][CH:31]=[CH:32][C:33]=4[N+:34]([O-:36])=[O:35])[C:25]3=[O:26])[CH:9]=2)[CH:4]=[CH:3]1. (3) Given the reactants S(=O)(=O)(O)O.[Br:6][C:7]1[CH:12]=[C:11]([Br:13])[CH:10]=[C:9]([Br:14])[CH:8]=1.[N+:15]([O-])([OH:17])=[O:16].C(=O)([O-])[O-].[K+].[K+], predict the reaction product. The product is: [Br:6][C:7]1[CH:12]=[C:11]([Br:13])[CH:10]=[C:9]([Br:14])[C:8]=1[N+:15]([O-:17])=[O:16]. (4) Given the reactants [CH2:1]([C:5]([CH2:14][CH2:15][CH2:16][CH3:17])([C:8]1[CH:13]=[CH:12][CH:11]=[CH:10][CH:9]=1)[C:6]#[N:7])[CH2:2][CH2:3][CH3:4], predict the reaction product. The product is: [NH2:7][CH2:6][C:5]([CH2:14][CH2:15][CH2:16][CH3:17])([CH2:1][CH2:2][CH2:3][CH3:4])[C:8]1[CH:13]=[CH:12][CH:11]=[CH:10][CH:9]=1. (5) Given the reactants [CH2:1]([O:3][C:4]1[CH:5]=[C:6]([CH:9]=[CH:10][CH:11]=1)[CH2:7][OH:8])[CH3:2].[CH3:12][S:13](Cl)(=[O:15])=[O:14].C(N(CC)CC)C.O, predict the reaction product. The product is: [CH3:12][S:13]([O:8][CH2:7][C:6]1[CH:9]=[CH:10][CH:11]=[C:4]([O:3][CH2:1][CH3:2])[CH:5]=1)(=[O:15])=[O:14]. (6) Given the reactants [CH3:1][O:2][C:3]1[CH:8]=[C:7]([CH3:9])[CH:6]=[C:5]([CH3:10])[C:4]=1[C:11]1[N:16]2[N:17]=[C:18]([S:28][CH3:29])[C:19]([NH:20]C(=O)OC(C)(C)C)=[C:15]2[CH:14]=[CH:13][CH:12]=1.[OH-].[Na+], predict the reaction product. The product is: [CH3:1][O:2][C:3]1[CH:8]=[C:7]([CH3:9])[CH:6]=[C:5]([CH3:10])[C:4]=1[C:11]1[N:16]2[N:17]=[C:18]([S:28][CH3:29])[C:19]([NH2:20])=[C:15]2[CH:14]=[CH:13][CH:12]=1. (7) Given the reactants [CH2:1]([O:8][C:9]([NH:11][C:12](=[C:17]1[CH2:20][O:19][CH2:18]1)[C:13]([O:15][CH3:16])=[O:14])=[O:10])[C:2]1[CH:7]=[CH:6][CH:5]=[CH:4][CH:3]=1.C(ON1C(=O)CCC1=O)(OCC1C=CC=CC=1)=O.C(N(CC)CC)C, predict the reaction product. The product is: [CH2:1]([O:8][C:9]([NH:11][CH:12]([CH:17]1[CH2:20][O:19][CH2:18]1)[C:13]([O:15][CH3:16])=[O:14])=[O:10])[C:2]1[CH:3]=[CH:4][CH:5]=[CH:6][CH:7]=1. (8) The product is: [F:1][C:2]1[CH:3]=[C:4]([CH:5]([OH:6])[CH2:28][CH3:29])[CH:7]=[CH:8][C:9]=1[C:10]1[S:11][C:12]2[C:17]([N:18]=1)=[CH:16][CH:15]=[C:14]([C:19]1([C:22]3[CH:23]=[CH:24][CH:25]=[CH:26][CH:27]=3)[CH2:20][CH2:21]1)[N:13]=2. Given the reactants [F:1][C:2]1[CH:3]=[C:4]([CH:7]=[CH:8][C:9]=1[C:10]1[S:11][C:12]2[C:17]([N:18]=1)=[CH:16][CH:15]=[C:14]([C:19]1([C:22]3[CH:27]=[CH:26][CH:25]=[CH:24][CH:23]=3)[CH2:21][CH2:20]1)[N:13]=2)[CH:5]=[O:6].[CH2:28]([Mg]Br)[CH3:29], predict the reaction product.